This data is from Reaction yield outcomes from USPTO patents with 853,638 reactions. The task is: Predict the reaction yield, written as a fraction of the theoretical maximum amount of product (1.0 means a 100% yield; for example, 0.34 means a 34% yield). (1) The reactants are [O:1]=[C:2]1[NH:11][C:10]2[N:9]=[C:8]([O:12][CH2:13][CH2:14][CH2:15][CH:16]=O)[CH:7]=[CH:6][C:5]=2[CH2:4][CH2:3]1.[Cl:18][C:19]1[CH:20]=[CH:21][C:22]([O:31][CH:32]([CH3:34])[CH3:33])=[C:23]([N:25]2[CH2:30][CH2:29][NH:28][CH2:27][CH2:26]2)[CH:24]=1.[BH-](OC(C)=O)(OC(C)=O)OC(C)=O.[Na+]. The catalyst is ClC(Cl)C.CCOC(C)=O. The product is [Cl:18][C:19]1[CH:20]=[CH:21][C:22]([O:31][CH:32]([CH3:34])[CH3:33])=[C:23]([N:25]2[CH2:26][CH2:27][N:28]([CH2:16][CH2:15][CH2:14][CH2:13][O:12][C:8]3[N:9]=[C:10]4[C:5]([CH2:4][CH2:3][C:2](=[O:1])[NH:11]4)=[CH:6][CH:7]=3)[CH2:29][CH2:30]2)[CH:24]=1. The yield is 0.250. (2) The reactants are [O:1]=[C:2]1[N:8]2[CH2:9][C@@H:4]([CH2:5][CH2:6][C@H:7]2[C:10]([O-:12])=O)[N:3]1[O:13][CH2:14][C:15]1[CH:20]=[CH:19][CH:18]=[CH:17][CH:16]=1.[Na+].[C:22]([N:29]([C:31]([C@@H]1CCCNC1)=O)N)([O:24][C:25]([CH3:28])([CH3:27])[CH3:26])=[O:23].CCN=C=NCCCN(C)C.Cl.[CH:51]1[CH:52]=[CH:53][C:54]2N(O)[N:58]=[N:57][C:55]=2C=1.[OH2:61]. No catalyst specified. The product is [CH2:14]([O:13][N:3]1[C:2](=[O:1])[N:8]2[CH2:9][C@H:4]1[CH2:5][CH2:6][C@H:7]2[C:10]([NH:58][NH:57][C:55]([C@@H:54]1[CH2:53][CH2:52][CH2:51][N:29]([C:22]([O:24][C:25]([CH3:28])([CH3:27])[CH3:26])=[O:23])[CH2:31]1)=[O:61])=[O:12])[C:15]1[CH:20]=[CH:19][CH:18]=[CH:17][CH:16]=1. The yield is 0.870. (3) The reactants are [C:1]1([CH2:7][O:8][C:9]2[CH:14]=[CH:13][CH:12]=[CH:11][C:10]=2[CH2:15][CH2:16][OH:17])[CH:6]=[CH:5][CH:4]=[CH:3][CH:2]=1.C(N(CC)CC)C.[CH3:25][S:26](Cl)(=[O:28])=[O:27]. The catalyst is C(Cl)Cl. The product is [CH3:25][S:26]([O:17][CH2:16][CH2:15][C:10]1[CH:11]=[CH:12][CH:13]=[CH:14][C:9]=1[O:8][CH2:7][C:1]1[CH:2]=[CH:3][CH:4]=[CH:5][CH:6]=1)(=[O:28])=[O:27]. The yield is 0.810. (4) The reactants are [N-:1]=[N+:2]=[N-:3].[Na+].C([N+](CCCC)(CCCC)CCCC)CCC.Cl[CH2:23]/[CH:24]=[C:25](\[CH3:34])/[CH2:26][O:27][CH:28]1[CH2:33][CH2:32][CH2:31][CH2:30][O:29]1. The catalyst is O.CCCCC. The product is [N:1]([CH2:23]/[CH:24]=[C:25](\[CH3:34])/[CH2:26][O:27][CH:28]1[CH2:33][CH2:32][CH2:31][CH2:30][O:29]1)=[N+:2]=[N-:3]. The yield is 0.900. (5) The product is [CH3:33][C:32]1[CH:31]=[C:30]([CH3:34])[NH:29][C:28](=[O:35])[C:27]=1[CH2:26][NH:25][C:21]([C:4]1[C:3]([CH3:2])=[C:7](/[C:8](/[CH2:11][CH2:12][CH2:13][N:14]2[CH2:15][CH2:16][N:17]([CH3:20])[CH2:18][CH2:19]2)=[CH:9]\[CH3:10])[S:6][CH:5]=1)=[O:23]. The catalyst is CS(C)=O. The reactants are Cl.[CH3:2][C:3]1[C:4]([C:21]([OH:23])=O)=[CH:5][S:6][C:7]=1/[C:8](/[CH2:11][CH2:12][CH2:13][N:14]1[CH2:19][CH2:18][N:17]([CH3:20])[CH2:16][CH2:15]1)=[CH:9]\[CH3:10].Cl.[NH2:25][CH2:26][C:27]1[C:28](=[O:35])[NH:29][C:30]([CH3:34])=[CH:31][C:32]=1[CH3:33].CN1CCOCC1.C1C=NC2N(O)N=NC=2C=1.C(Cl)CCl. The yield is 0.544. (6) The product is [OH2:9].[C:2]1([CH3:12])[CH:7]=[CH:6][C:5]([S:8]([OH:11])(=[O:10])=[O:9])=[CH:4][CH:3]=1. The catalyst is CC([O-])=O.CC([O-])=O.[Pd+2].C1(P(C2CCCCC2)C2C=CC=CC=2C2C(OC)=CC=C(S([O-])(=O)=O)C=2OC)CCCCC1.[Na+].O. The yield is 0.990. The reactants are Cl[C:2]1[CH:7]=[CH:6][C:5]([S:8]([OH:11])(=[O:10])=[O:9])=[CH:4][CH:3]=1.[CH3:12]B(O)O.C([O-])([O-])=O.[K+].[K+].